Dataset: Forward reaction prediction with 1.9M reactions from USPTO patents (1976-2016). Task: Predict the product of the given reaction. Given the reactants Br[C:2]1[CH:7]=[C:6](F)[C:5]([N+:9]([O-:11])=[O:10])=[CH:4][C:3]=1[Cl:12].C(Cl)Cl.C(N([CH2:21][CH3:22])CC)C.O.[CH2:24]([OH:27])CC, predict the reaction product. The product is: [Cl:12][C:3]1[CH:4]=[C:5]([N+:9]([O-:11])=[O:10])[C:6]([O:27][CH3:24])=[CH:7][C:2]=1[CH:21]=[CH2:22].